From a dataset of Reaction yield outcomes from USPTO patents with 853,638 reactions. Predict the reaction yield, written as a fraction of the theoretical maximum amount of product (1.0 means a 100% yield; for example, 0.34 means a 34% yield). (1) The reactants are [H-].[Al+3].[Li+].[H-].[H-].[H-].[CH2:7]([C:9]1[C:20]([C:21](OCC)=[O:22])=[C:12]2[C:13]3[CH2:19][CH2:18][O:17][C:14]=3[CH:15]=[CH:16][N:11]2[N:10]=1)[CH3:8].O.O.O.O.O.O.O.O.O.O.S([O-])([O-])(=O)=O.[Na+].[Na+]. The catalyst is O1CCCC1. The product is [CH2:7]([C:9]1[C:20]([CH2:21][OH:22])=[C:12]2[C:13]3[CH2:19][CH2:18][O:17][C:14]=3[CH:15]=[CH:16][N:11]2[N:10]=1)[CH3:8]. The yield is 0.750. (2) The reactants are Cl.Cl.[NH2:3][CH2:4][C@@:5]1(O)[CH:10]2[CH2:11][CH2:12][N:7]([CH2:8][CH2:9]2)[CH2:6]1.[C:14]([O-])([O-])=O.[Cs+].[Cs+].ClC1N=C[N:24]=[C:23]([N:27]=[C:28](SC)[S:29][CH3:30])C=1.C[N:34]([CH3:37])[CH:35]=[O:36]. No catalyst specified. The product is [CH3:30][S:29][C:28]1[N:27]=[CH:23][N:24]=[C:37]([NH:34][C:35]2[O:36][C@:5]3([CH2:4][N:3]=2)[CH:10]2[CH2:11][CH2:12][N:7]([CH2:8][CH2:9]2)[CH2:6]3)[CH:14]=1. The yield is 0.482.